From a dataset of Forward reaction prediction with 1.9M reactions from USPTO patents (1976-2016). Predict the product of the given reaction. (1) Given the reactants [CH3:1][CH:2]([OH:4])[CH3:3].C(N(CC)CC)C.[F:12][C:13]1[C:14]([C:22](F)=[O:23])=[N:15][C:16]([F:21])=[C:17]([F:20])[C:18]=1[F:19], predict the reaction product. The product is: [F:12][C:13]1[C:14]([C:22]([O:4][CH:2]([CH3:3])[CH3:1])=[O:23])=[N:15][C:16]([F:21])=[C:17]([F:20])[C:18]=1[F:19]. (2) Given the reactants Br[C:2]1[C:3]([F:19])=[CH:4][C:5]2[O:11][CH2:10][CH2:9][N:8]3[CH:12]=[C:13]([C:15]([NH2:17])=[O:16])[N:14]=[C:7]3[C:6]=2[CH:18]=1.[NH:20]1[CH:24]=[N:23][C:22]([C:25]([OH:29])([C:27]#[CH:28])[CH3:26])=[N:21]1, predict the reaction product. The product is: [F:19][C:3]1[C:2]([C:28]#[C:27][C:25]([OH:29])([C:22]2[N:23]=[CH:24][NH:20][N:21]=2)[CH3:26])=[CH:18][C:6]2[C:7]3[N:8]([CH:12]=[C:13]([C:15]([NH2:17])=[O:16])[N:14]=3)[CH2:9][CH2:10][O:11][C:5]=2[CH:4]=1. (3) Given the reactants O[Li].O.SCC(O)=O.[CH2:9]([O:16][N:17]([C@H:30]1[CH2:35][N:34]([C:36]([O:38][C:39]([CH3:42])([CH3:41])[CH3:40])=[O:37])[C@H:33]([C:43]([O:45][CH2:46][CH3:47])=[O:44])[CH2:32][CH2:31]1)S(C1C=CC=CC=1[N+]([O-])=O)(=O)=O)[C:10]1[CH:15]=[CH:14][CH:13]=[CH:12][CH:11]=1, predict the reaction product. The product is: [CH2:9]([O:16][NH:17][C@H:30]1[CH2:35][N:34]([C:36]([O:38][C:39]([CH3:41])([CH3:42])[CH3:40])=[O:37])[C@H:33]([C:43]([O:45][CH2:46][CH3:47])=[O:44])[CH2:32][CH2:31]1)[C:10]1[CH:15]=[CH:14][CH:13]=[CH:12][CH:11]=1. (4) Given the reactants [Cl:1][C:2]1[C:13]2=[C:14]3[C:9](=[CH:10][CH:11]=[CH:12]2)[C:8](=[O:15])[NH:7][C:6](=[O:16])[N:5]3[CH2:4][C:3]=1[CH2:17]O.S(Cl)([Cl:21])=O, predict the reaction product. The product is: [Cl:1][C:2]1[C:13]2=[C:14]3[C:9](=[CH:10][CH:11]=[CH:12]2)[C:8](=[O:15])[NH:7][C:6](=[O:16])[N:5]3[CH2:4][C:3]=1[CH2:17][Cl:21]. (5) Given the reactants FC1C=C(C(Cl)=O)C=CC=1.[CH3:11][O:12][C:13]1[CH:14]=[C:15]2[C:20](=[CH:21][C:22]=1[O:23][CH3:24])[N:19]=[CH:18][CH:17]=[C:16]2[O:25][C:26]1[CH:32]=[CH:31][C:29]([NH2:30])=[C:28]([F:33])[CH:27]=1.[F:34][C:35]1[CH:36]=[C:37]([C:41]([N:43]=[C:44]=[S:45])=[O:42])[CH:38]=[CH:39][CH:40]=1, predict the reaction product. The product is: [F:34][C:35]1[CH:36]=[C:37]([C:41]([N:43]=[C:44]=[S:45])=[O:42])[CH:38]=[CH:39][CH:40]=1.[CH3:11][O:12][C:13]1[CH:14]=[C:15]2[C:20](=[CH:21][C:22]=1[O:23][CH3:24])[N:19]=[CH:18][CH:17]=[C:16]2[O:25][C:26]1[CH:32]=[CH:31][C:29]([NH:30][C:44]([NH:43][C:41](=[O:42])[C:37]2[CH:38]=[CH:39][CH:40]=[C:35]([F:34])[CH:36]=2)=[S:45])=[C:28]([F:33])[CH:27]=1. (6) The product is: [CH2:1]([O:3][C:4]([C:5]1[CH:10]=[CH:9][C:8]([C:18]#[C:17][Si:14]([CH3:16])([CH3:15])[CH3:13])=[N:7][CH:6]=1)=[O:12])[CH3:2]. Given the reactants [CH2:1]([O:3][C:4](=[O:12])[C:5]1[CH:10]=[CH:9][C:8](Cl)=[N:7][CH:6]=1)[CH3:2].[CH3:13][Si:14]([C:17]#[CH:18])([CH3:16])[CH3:15].C(N(CC)CC)C.C(=O)([O-])O.[Na+], predict the reaction product. (7) The product is: [CH2:23]([NH:30][C:4]1[C:5]([F:13])=[C:6]([F:12])[C:7]([C:8]([O:10][CH3:11])=[O:9])=[C:2]([F:1])[C:3]=1[F:15])[C:24]1[CH:29]=[CH:28][CH:27]=[CH:26][CH:25]=1. Given the reactants [F:1][C:2]1[C:7]([C:8]([O:10][CH3:11])=[O:9])=[C:6]([F:12])[C:5]([F:13])=[C:4](F)[C:3]=1[F:15].CN1CCCC1=O.[CH2:23]([NH2:30])[C:24]1[CH:29]=[CH:28][CH:27]=[CH:26][CH:25]=1.C(N(CC)C(C)C)(C)C, predict the reaction product.